From a dataset of Full USPTO retrosynthesis dataset with 1.9M reactions from patents (1976-2016). Predict the reactants needed to synthesize the given product. (1) Given the product [CH2:6]([O:8][C:9]([C:11]1[N:12]=[C:13]2[CH:18]=[CH:17][C:16]([N:1]3[CH:5]=[CH:4][CH:3]=[N:2]3)=[CH:15][N:14]2[CH:20]=1)=[O:10])[CH3:7], predict the reactants needed to synthesize it. The reactants are: [NH:1]1[CH:5]=[CH:4][CH:3]=[N:2]1.[CH2:6]([O:8][C:9]([C:11]1[N:12]=[C:13]2[CH:18]=[CH:17][C:16](I)=[CH:15][N:14]2[CH:20]=1)=[O:10])[CH3:7].C([O-])([O-])=O.[Cs+].[Cs+]. (2) Given the product [F:12][C:13]1[CH:19]=[CH:18][CH:17]=[C:16]([F:20])[C:14]=1[N:15]1[CH2:11][CH2:10][S:7](=[O:9])(=[O:8])[CH2:5][CH2:6]1, predict the reactants needed to synthesize it. The reactants are: [Cl-].[Al+3].[Cl-].[Cl-].[CH:5]([S:7]([CH:10]=[CH2:11])(=[O:9])=[O:8])=[CH2:6].[F:12][C:13]1[CH:19]=[CH:18][CH:17]=[C:16]([F:20])[C:14]=1[NH2:15]. (3) Given the product [CH3:20][N:8]1[C:9](=[O:18])[C:10]2[N:11]([CH2:15][CH:16]=[CH2:17])[CH:12]=[N:13][C:14]=2[N:6]([CH2:1][CH2:2][CH2:3][CH2:4][CH3:5])[C:7]1=[O:19], predict the reactants needed to synthesize it. The reactants are: [CH2:1]([N:6]1[C:14]2[N:13]=[CH:12][N:11]([CH2:15][CH:16]=[CH2:17])[C:10]=2[C:9](=[O:18])[NH:8][C:7]1=[O:19])[CH2:2][CH2:3][CH2:4][CH3:5].[C:20](=O)([O-])[O-].[K+].[K+].CI. (4) Given the product [OH:21][CH2:20][CH2:19][CH2:18][N:3]1[C:4]2[C:9](=[C:8]([C:11]([F:12])([F:14])[F:13])[C:7]([C:15]#[N:16])=[CH:6][CH:5]=2)[CH:10]=[C:2]1[CH3:1], predict the reactants needed to synthesize it. The reactants are: [CH3:1][C:2]1[NH:3][C:4]2[C:9]([CH:10]=1)=[C:8]([C:11]([F:14])([F:13])[F:12])[C:7]([C:15]#[N:16])=[CH:6][CH:5]=2.Cl[CH2:18][CH2:19][CH2:20][OH:21]. (5) Given the product [CH3:1][O:2][CH2:3][C@@H:4]([NH:6][C:7]([C:9]1[C:17]2[C:12](=[N:13][CH:14]=[C:15]([C:18]3[C:26]4[C:21](=[CH:22][C:23]([F:27])=[CH:24][CH:25]=4)[N:20]([CH2:40][C:41]4[CH:46]=[N:45][C:44]([N:47]5[CH2:52][CH2:51][O:50][CH2:49][CH2:48]5)=[CH:43][CH:42]=4)[N:19]=3)[N:16]=2)[N:11]([CH2:28][O:29][CH2:30][CH2:31][Si:32]([CH3:33])([CH3:35])[CH3:34])[CH:10]=1)=[O:8])[CH3:5], predict the reactants needed to synthesize it. The reactants are: [CH3:1][O:2][CH2:3][C@@H:4]([NH:6][C:7]([C:9]1[C:17]2[C:12](=[N:13][CH:14]=[C:15]([C:18]3[C:26]4[C:21](=[CH:22][C:23]([F:27])=[CH:24][CH:25]=4)[NH:20][N:19]=3)[N:16]=2)[N:11]([CH2:28][O:29][CH2:30][CH2:31][Si:32]([CH3:35])([CH3:34])[CH3:33])[CH:10]=1)=[O:8])[CH3:5].[H-].[Na+].Cl.Cl[CH2:40][C:41]1[CH:42]=[CH:43][C:44]([N:47]2[CH2:52][CH2:51][O:50][CH2:49][CH2:48]2)=[N:45][CH:46]=1. (6) Given the product [CH2:29]([O:1][C:2]1[CH:3]=[C:4]2[C:9](=[C:10]([CH3:12])[CH:11]=1)[O:8][CH:7]([C:13]([F:16])([F:14])[F:15])[C:6]([C:17]([O:19][CH2:20][CH3:21])=[O:18])=[CH:5]2)[CH3:30], predict the reactants needed to synthesize it. The reactants are: [OH:1][C:2]1[CH:3]=[C:4]2[C:9](=[C:10]([CH3:12])[CH:11]=1)[O:8][CH:7]([C:13]([F:16])([F:15])[F:14])[C:6]([C:17]([O:19][CH2:20][CH3:21])=[O:18])=[CH:5]2.C([O-])([O-])=O.[K+].[K+].I[CH2:29][CH3:30]. (7) Given the product [F:11][C:8]1[CH:9]=[N:10][C:2]([NH:24][C:23]2[CH:25]=[CH:26][CH:27]=[C:21]([O:20][CH2:19][CH2:18][N:12]3[CH2:13][CH2:14][O:15][CH2:16][CH2:17]3)[CH:22]=2)=[C:3]([CH:7]=1)[C:4]([OH:6])=[O:5], predict the reactants needed to synthesize it. The reactants are: Cl[C:2]1[N:10]=[CH:9][C:8]([F:11])=[CH:7][C:3]=1[C:4]([OH:6])=[O:5].[N:12]1([CH2:18][CH2:19][O:20][C:21]2[CH:22]=[C:23]([CH:25]=[CH:26][CH:27]=2)[NH2:24])[CH2:17][CH2:16][O:15][CH2:14][CH2:13]1. (8) Given the product [C:12]([O:16][C:17]([N:19]1[CH2:23][CH2:22][CH:21]([O:24][C:4]2[CH:3]=[C:2]([Cl:1])[CH:7]=[CH:6][C:5]=2[CH2:23][CH2:22][CH:21]=[O:24])[CH2:20]1)=[O:18])([CH3:15])([CH3:13])[CH3:14], predict the reactants needed to synthesize it. The reactants are: [Cl:1][C:2]1[CH:7]=[CH:6][C:5]([N+]([O-])=O)=[C:4](F)[CH:3]=1.[C:12]([O:16][C:17]([N:19]1[CH2:23][CH2:22][CH:21]([OH:24])[CH2:20]1)=[O:18])([CH3:15])([CH3:14])[CH3:13].[H-].[Na+]. (9) Given the product [CH2:13]([NH:12][C:4]1[N:5]=[C:6]([NH:8][CH2:9][CH2:10][CH3:11])[N:7]=[C:2]([NH:21][O:20][CH2:19][CH:18]([F:22])[F:17])[N:3]=1)[CH2:14][CH3:15], predict the reactants needed to synthesize it. The reactants are: Cl[C:2]1[N:7]=[C:6]([NH:8][CH2:9][CH2:10][CH3:11])[N:5]=[C:4]([NH:12][CH2:13][CH2:14][CH3:15])[N:3]=1.Cl.[F:17][CH:18]([F:22])[CH2:19][O:20][NH2:21]. (10) Given the product [NH:28]1[CH2:27][CH:26]([CH2:25][NH:24][C:21]2[CH:22]=[CH:23][C:18]([C:16]([NH:15][C:9]3[C:8]4[C:12](=[CH:13][CH:14]=[C:6]([CH2:5][C:4]5[CH:44]=[C:45]([F:47])[CH:46]=[C:2]([F:1])[CH:3]=5)[CH:7]=4)[NH:11][N:10]=3)=[O:17])=[C:19]([NH:37][CH:38]3[CH2:43][CH2:42][O:41][CH2:40][CH2:39]3)[CH:20]=2)[CH2:29]1, predict the reactants needed to synthesize it. The reactants are: [F:1][C:2]1[CH:3]=[C:4]([CH:44]=[C:45]([F:47])[CH:46]=1)[CH2:5][C:6]1[CH:7]=[C:8]2[C:12](=[CH:13][CH:14]=1)[NH:11][N:10]=[C:9]2[NH:15][C:16]([C:18]1[CH:23]=[CH:22][C:21]([NH:24][CH2:25][CH:26]2[CH2:29][N:28](C(OC(C)(C)C)=O)[CH2:27]2)=[CH:20][C:19]=1[NH:37][CH:38]1[CH2:43][CH2:42][O:41][CH2:40][CH2:39]1)=[O:17].C(O)(C(F)(F)F)=O.